Predict the reaction yield, written as a fraction of the theoretical maximum amount of product (1.0 means a 100% yield; for example, 0.34 means a 34% yield). From a dataset of Reaction yield outcomes from USPTO patents with 853,638 reactions. (1) The catalyst is CC(O)=O.C1COCC1.ClCCCl. The product is [Br:19][C:20]1[CH:32]=[CH:31][C:23]([O:24][CH:25]2[CH2:26][CH2:27][N:28]([CH:2]([CH3:4])[CH3:1])[CH2:29][CH2:30]2)=[CH:22][CH:21]=1. The reactants are [CH3:1][C:2]([CH3:4])=O.[BH-](OC(C)=O)(OC(C)=O)OC(C)=O.[Na+].[Br:19][C:20]1[CH:32]=[CH:31][C:23]([O:24][CH:25]2[CH2:30][CH2:29][NH:28][CH2:27][CH2:26]2)=[CH:22][CH:21]=1. The yield is 0.710. (2) The reactants are [CH3:1][O:2][C:3]1[CH:15]=[C:14]([O:16][CH3:17])[CH:13]=[CH:12][C:4]=1[CH2:5][NH:6][C:7]1[S:11][N:10]=[CH:9][N:8]=1.C[Si](C)(C)[N-][Si](C)(C)C.[Li+].[F:28][C:29]1[CH:34]=[C:33]([F:35])[C:32]([F:36])=[CH:31][C:30]=1[S:37](Cl)(=[O:39])=[O:38]. The catalyst is O1CCCC1. The product is [CH3:1][O:2][C:3]1[CH:15]=[C:14]([O:16][CH3:17])[CH:13]=[CH:12][C:4]=1[CH2:5][N:6]([C:7]1[S:11][N:10]=[CH:9][N:8]=1)[S:37]([C:30]1[CH:31]=[C:32]([F:36])[C:33]([F:35])=[CH:34][C:29]=1[F:28])(=[O:39])=[O:38]. The yield is 0.750.